Dataset: Full USPTO retrosynthesis dataset with 1.9M reactions from patents (1976-2016). Task: Predict the reactants needed to synthesize the given product. (1) The reactants are: CN(C=O)C.[OH:6][CH2:7][CH2:8][C:9]1[N:10]([CH2:14][CH2:15][CH2:16][CH2:17][C:18]2[CH:23]=[CH:22][C:21]([OH:24])=[CH:20][CH:19]=2)[CH:11]=[CH:12][N:13]=1.[H-].[Na+].Cl[CH2:28][C:29]1[N:30]=[C:31](/[CH:34]=[CH:35]/[C:36]2[CH:41]=[CH:40][C:39]([F:42])=[CH:38][C:37]=2[F:43])[O:32][CH:33]=1. Given the product [F:43][C:37]1[CH:38]=[C:39]([F:42])[CH:40]=[CH:41][C:36]=1/[CH:35]=[CH:34]/[C:31]1[O:32][CH:33]=[C:29]([CH2:28][O:24][C:21]2[CH:20]=[CH:19][C:18]([CH2:17][CH2:16][CH2:15][CH2:14][N:10]3[CH:11]=[CH:12][N:13]=[C:9]3[CH2:8][CH2:7][OH:6])=[CH:23][CH:22]=2)[N:30]=1, predict the reactants needed to synthesize it. (2) Given the product [NH2:1][C:2]1[N:3]([CH3:29])[C:4](=[O:28])[C@@:5]2([N:27]=1)[C:14]1[C:9](=[CH:10][CH:11]=[C:12]([C:33]3[CH:34]=[N:35][CH:36]=[C:31]([Cl:30])[CH:32]=3)[CH:13]=1)[CH2:8][CH2:7][C@H:6]2[CH2:16][CH:17]1[CH2:22][CH2:21][N:20]([CH2:23][CH:24]([F:26])[F:25])[CH2:19][CH2:18]1, predict the reactants needed to synthesize it. The reactants are: [NH2:1][C:2]1[N:3]([CH3:29])[C:4](=[O:28])[C:5]2([N:27]=1)[C:14]1[C:9](=[CH:10][CH:11]=[C:12](Br)[CH:13]=1)[CH2:8][CH2:7][CH:6]2[CH2:16][CH:17]1[CH2:22][CH2:21][N:20]([CH2:23][CH:24]([F:26])[F:25])[CH2:19][CH2:18]1.[Cl:30][C:31]1[CH:32]=[C:33](B(O)O)[CH:34]=[N:35][CH:36]=1.C([O-])([O-])=O.[Na+].[Na+]. (3) Given the product [F:10][C:4]1[CH:3]=[C:2]([N:70]2[C:71]3[CH:59]=[CH:60][CH:61]=[C:62]([C:72]4[CH:77]=[N:76][C:75]([CH2:78][OH:79])=[CH:74][CH:73]=4)[C:63]=3[C:64]3[C:69]2=[CH:68][CH:67]=[CH:66][CH:65]=3)[CH:9]=[CH:8][C:5]=1[C:6]#[N:7], predict the reactants needed to synthesize it. The reactants are: Br[C:2]1[CH:9]=[CH:8][C:5]([C:6]#[N:7])=[C:4]([F:10])[CH:3]=1.C(=O)([O-])[O-].[Cs+].[Cs+].CC1(C)C2C=CC=C(P(C3C=CC=CC=3)C3C=CC=CC=3)C=2OC2C1=CC=CC=2P(C1C=CC=CC=1)C1C=CC=CC=1.[CH:59]1[C:71]2[NH:70][C:69]3[C:64](=[CH:65][CH:66]=[CH:67][CH:68]=3)[C:63]=2[C:62]([C:72]2[CH:73]=[CH:74][C:75]([CH2:78][OH:79])=[N:76][CH:77]=2)=[CH:61][CH:60]=1. (4) Given the product [Cl:1][C:2]1[CH:3]=[C:4]2[C:8](=[CH:9][C:10]=1[Cl:11])[NH:7][C:6](/[CH:12]=[CH:13]/[CH2:14][OH:15])=[CH:5]2, predict the reactants needed to synthesize it. The reactants are: [Cl:1][C:2]1[CH:3]=[C:4]2[C:8](=[CH:9][C:10]=1[Cl:11])[NH:7][C:6](/[CH:12]=[CH:13]/[C:14](OCC)=[O:15])=[CH:5]2.CC(C[AlH]CC(C)C)C. (5) Given the product [CH2:10]([O:9][C:7]([C:6]1[CH:2]=[N:3][N:4]([C:12]2[CH:17]=[CH:16][CH:15]=[C:14]([Br:18])[CH:13]=2)[CH:5]=1)=[O:8])[CH3:11], predict the reactants needed to synthesize it. The reactants are: N[C:2]1[C:6]([C:7]([O:9][CH2:10][CH3:11])=[O:8])=[CH:5][N:4]([C:12]2[CH:17]=[CH:16][CH:15]=[C:14]([Br:18])[CH:13]=2)[N:3]=1.C(ON=O)CC(C)C. (6) The reactants are: [NH:1]1[CH:5]=[CH:4][N:3]=[C:2]1[C:6]1[CH:12]=[CH:11][C:9]([NH2:10])=[C:8]([CH3:13])[CH:7]=1.[CH3:14][O:15][C:16]1[CH:21]=[CH:20][C:19]([C:22](=O)[CH2:23][CH2:24][C:25](=O)[CH2:26][CH2:27][C:28]([O:30][CH2:31][CH3:32])=[O:29])=[CH:18][CH:17]=1. Given the product [NH:1]1[CH:5]=[CH:4][N:3]=[C:2]1[C:6]1[CH:12]=[CH:11][C:9]([N:10]2[C:22]([C:19]3[CH:20]=[CH:21][C:16]([O:15][CH3:14])=[CH:17][CH:18]=3)=[CH:23][CH:24]=[C:25]2[CH2:26][CH2:27][C:28]([O:30][CH2:31][CH3:32])=[O:29])=[C:8]([CH3:13])[CH:7]=1, predict the reactants needed to synthesize it. (7) Given the product [CH2:22]([N:14]([CH2:15][C:16]1[CH:21]=[CH:20][CH:19]=[CH:18][CH:17]=1)[C@H:11]1[CH2:12][CH2:13][C@H:8]([NH2:7])[CH2:9][CH2:10]1)[C:23]1[CH:24]=[CH:25][CH:26]=[CH:27][CH:28]=1, predict the reactants needed to synthesize it. The reactants are: C(OC(=O)[NH:7][C@H:8]1[CH2:13][CH2:12][C@H:11]([N:14]([CH2:22][C:23]2[CH:28]=[CH:27][CH:26]=[CH:25][CH:24]=2)[CH2:15][C:16]2[CH:21]=[CH:20][CH:19]=[CH:18][CH:17]=2)[CH2:10][CH2:9]1)(C)(C)C.Cl.